Dataset: Catalyst prediction with 721,799 reactions and 888 catalyst types from USPTO. Task: Predict which catalyst facilitates the given reaction. (1) Reactant: [C:1]([C:5]1[CH:14]=[CH:13][C:8]([C:9]([NH:11][NH2:12])=[O:10])=[CH:7][CH:6]=1)([CH3:4])([CH3:3])[CH3:2].C(N(CC)C(C)C)(C)C.[C:24]1([S:30](Cl)(=[O:32])=[O:31])[CH:29]=[CH:28][CH:27]=[CH:26][CH:25]=1. Product: [C:24]1([S:30]([NH:12][NH:11][C:9](=[O:10])[C:8]2[CH:13]=[CH:14][C:5]([C:1]([CH3:4])([CH3:2])[CH3:3])=[CH:6][CH:7]=2)(=[O:32])=[O:31])[CH:29]=[CH:28][CH:27]=[CH:26][CH:25]=1. The catalyst class is: 230. (2) Reactant: [Br:1][C:2]1[C:10]2[S:9][N:8]=[CH:7][C:6]=2[CH:5]=[C:4]([N+:11]([O-])=O)[CH:3]=1.Cl. Product: [Br:1][C:2]1[C:10]2[S:9][N:8]=[CH:7][C:6]=2[CH:5]=[C:4]([NH2:11])[CH:3]=1. The catalyst class is: 186. (3) Reactant: [O:1]=[C:2]1[CH:7]=[C:6](B2OC(C)(C)C(C)(C)O2)[CH:5]=[CH:4][N:3]1[CH2:17][C:18]([O:20][C:21]([CH3:24])([CH3:23])[CH3:22])=[O:19].Br[C:26]1[CH:32]=[C:31]([CH3:33])[CH:30]=[CH:29][C:27]=1[NH2:28].[F-].[Cs+]. Product: [NH2:28][C:27]1[CH:29]=[CH:30][C:31]([CH3:33])=[CH:32][C:26]=1[C:6]1[CH:5]=[CH:4][N:3]([CH2:17][C:18]([O:20][C:21]([CH3:22])([CH3:23])[CH3:24])=[O:19])[C:2](=[O:1])[CH:7]=1. The catalyst class is: 12. (4) Reactant: [NH:1]1[C:9]2[C:4](=[N:5][CH:6]=[CH:7][CH:8]=2)[CH:3]=[C:2]1[C:10]([NH2:12])=[O:11].[Cl:13][C:14]1[CH:19]=[C:18]([Cl:20])[CH:17]=[CH:16][C:15]=1[S:21][S:21][C:15]1[CH:16]=[CH:17][C:18]([Cl:20])=[CH:19][C:14]=1[Cl:13]. Product: [Cl:13][C:14]1[CH:19]=[C:18]([Cl:20])[CH:17]=[CH:16][C:15]=1[S:21][C:3]1[C:4]2=[N:5][CH:6]=[CH:7][CH:8]=[C:9]2[NH:1][C:2]=1[C:10]([NH2:12])=[O:11]. The catalyst class is: 3.